The task is: Predict the product of the given reaction.. This data is from Forward reaction prediction with 1.9M reactions from USPTO patents (1976-2016). (1) Given the reactants [CH:1]1([N:7]([CH2:17][CH:18]2[CH2:20][CH2:19]2)[C:8]2[N:13]=[CH:12][N:11]=[C:10]([C:14]([OH:16])=O)[CH:9]=2)[CH2:6][CH2:5][CH2:4][CH2:3][CH2:2]1.[NH:21]1[C:29]2[CH:28]=[CH:27][CH:26]=[C:25]([NH2:30])[C:24]=2[CH:23]=[CH:22]1, predict the reaction product. The product is: [CH:1]1([N:7]([CH2:17][CH:18]2[CH2:20][CH2:19]2)[C:8]2[N:13]=[CH:12][N:11]=[C:10]([C:14]([NH:30][C:25]3[CH:26]=[CH:27][CH:28]=[C:29]4[C:24]=3[CH:23]=[CH:22][NH:21]4)=[O:16])[CH:9]=2)[CH2:2][CH2:3][CH2:4][CH2:5][CH2:6]1. (2) Given the reactants Cl.[CH2:2]([S:9][CH:10]1[CH:14]([OH:15])[CH2:13][NH:12][CH2:11]1)[C:3]1[CH:8]=[CH:7][CH:6]=[CH:5][CH:4]=1.CN1CCOCC1.Cl.CN(C)CCCN=C=NCC.ON1C2C=CC=CC=2N=N1.[C:45]([NH:55][C@H:56]([C:61](O)=[O:62])[CH2:57][CH:58]([CH3:60])[CH3:59])([O:47][CH2:48][C:49]1[CH:54]=[CH:53][CH:52]=[CH:51][CH:50]=1)=[O:46], predict the reaction product. The product is: [CH2:2]([S:9][CH:10]1[CH:14]([OH:15])[CH2:13][N:12]([C:61](=[O:62])[C@H:56]([CH2:57][CH:58]([CH3:59])[CH3:60])[NH:55][C:45]([O:47][CH2:48][C:49]2[CH:54]=[CH:53][CH:52]=[CH:51][CH:50]=2)=[O:46])[CH2:11]1)[C:3]1[CH:4]=[CH:5][CH:6]=[CH:7][CH:8]=1. (3) Given the reactants Cl[C:2]1[N:10]=[C:9]2[C:5]([N:6]=[C:7]([CH2:12][N:13]3[CH2:18][CH2:17][CH:16]([C:19]([OH:22])([CH3:21])[CH3:20])[CH2:15][CH2:14]3)[N:8]2[CH3:11])=[C:4]([N:23]2[CH2:28][CH2:27][O:26][CH2:25][CH2:24]2)[N:3]=1.[C:29]1([S:35]([N:38]2[C:46]3[C:41](=[CH:42][CH:43]=[CH:44][CH:45]=3)[C:40](B(O)O)=[CH:39]2)(=[O:37])=[O:36])[CH:34]=[CH:33][CH:32]=[CH:31][CH:30]=1, predict the reaction product. The product is: [CH3:11][N:8]1[C:7]([CH2:12][N:13]2[CH2:18][CH2:17][CH:16]([C:19]([OH:22])([CH3:21])[CH3:20])[CH2:15][CH2:14]2)=[N:6][C:5]2[C:9]1=[N:10][C:2]([C:40]1[C:41]3[C:46](=[CH:45][CH:44]=[CH:43][CH:42]=3)[N:38]([S:35]([C:29]3[CH:34]=[CH:33][CH:32]=[CH:31][CH:30]=3)(=[O:37])=[O:36])[CH:39]=1)=[N:3][C:4]=2[N:23]1[CH2:24][CH2:25][O:26][CH2:27][CH2:28]1. (4) Given the reactants [I-].[CH3:2][N+:3](=[CH2:5])[CH3:4].[CH3:6][C@H:7]1[O:12][C@@H:11]([C:13]2[CH:18]=[CH:17][N:16]=[CH:15][C:14]=2[N+:19]([O-:21])=[O:20])[CH2:10][C:9]([O:22][Si](CC)(CC)CC)=[CH:8]1.Cl.[OH-].[Na+], predict the reaction product. The product is: [CH3:5][N:3]([CH2:4][CH:8]1[C:9](=[O:22])[CH2:10][C@H:11]([C:13]2[CH:18]=[CH:17][N:16]=[CH:15][C:14]=2[N+:19]([O-:21])=[O:20])[O:12][C@@H:7]1[CH3:6])[CH3:2]. (5) The product is: [NH2:6][C:7]1[N:12]=[C:11]([NH:13][CH2:14][CH2:15][NH:16][C:17]2[CH:22]=[CH:21][C:20]([NH:23][C:24](=[O:27])[CH2:25][N:2]([CH2:3][CH2:4][OH:5])[CH3:1])=[C:19]([C:28]3[CH:33]=[CH:32][C:31]([Cl:34])=[CH:30][C:29]=3[Cl:35])[CH:18]=2)[CH:10]=[CH:9][C:8]=1[N+:36]([O-:38])=[O:37]. Given the reactants [CH3:1][NH:2][CH2:3][CH2:4][OH:5].[NH2:6][C:7]1[N:12]=[C:11]([NH:13][CH2:14][CH2:15][NH:16][C:17]2[CH:22]=[CH:21][C:20]([NH:23][C:24](=[O:27])[CH2:25]Br)=[C:19]([C:28]3[CH:33]=[CH:32][C:31]([Cl:34])=[CH:30][C:29]=3[Cl:35])[CH:18]=2)[CH:10]=[CH:9][C:8]=1[N+:36]([O-:38])=[O:37], predict the reaction product. (6) Given the reactants [Cl:1][C:2]1[CH:7]=[CH:6][C:5]([C@H:8]2[C@@H:12]([C:13]3[CH:18]=[CH:17][C:16]([Cl:19])=[CH:15][CH:14]=3)[N:11]([C:20](Cl)=[O:21])[C:10]([C:23]3[S:24][CH:25]=[CH:26][C:27]=3[O:28][CH2:29][CH3:30])=[N:9]2)=[CH:4][CH:3]=1.Cl.Cl.[CH3:33][O:34][CH2:35][CH:36]([NH:38][C:39](=[O:47])[CH2:40][N:41]1[CH2:46][CH2:45][NH:44][CH2:43][CH2:42]1)[CH3:37], predict the reaction product. The product is: [Cl:1][C:2]1[CH:7]=[CH:6][C:5]([C@H:8]2[C@@H:12]([C:13]3[CH:18]=[CH:17][C:16]([Cl:19])=[CH:15][CH:14]=3)[N:11]([C:20]([N:44]3[CH2:45][CH2:46][N:41]([CH2:40][C:39]([NH:38][CH:36]([CH3:37])[CH2:35][O:34][CH3:33])=[O:47])[CH2:42][CH2:43]3)=[O:21])[C:10]([C:23]3[S:24][CH:25]=[CH:26][C:27]=3[O:28][CH2:29][CH3:30])=[N:9]2)=[CH:4][CH:3]=1.